This data is from Experimentally validated miRNA-target interactions with 360,000+ pairs, plus equal number of negative samples. The task is: Binary Classification. Given a miRNA mature sequence and a target amino acid sequence, predict their likelihood of interaction. (1) The protein sequence of the target gene is MHSRILLLLLMFAFNVGLINCGQSLVSPQSNCKIRCENGGMCVFDLERPDFHSCICLLGVYTGDRCQIRIAPEDIETTATSDETSHPMNIQHQQSQADIDDARRRDDERKREYERQVAERTRKEKEDRERASDEERRRQQHEQYWKEETARREQQRAEAERRIQEQRVRDDERRRQHEAERSQIEERRREEESRRLAAQRETDEARVRDEERRRQETEKEVEKELNDKRTQSMNEQFEYEGGDEEYPQVAEKEDEYDEGYETDNTEDVTITTTKTTKLMKPMVEESKGVDGDDGSDMIME.... The miRNA is cel-miR-1019-3p with sequence CUGUAAUUCCACAUUGCUUUCCAG. Result: 1 (interaction). (2) The miRNA is mmu-miR-294-3p with sequence AAAGUGCUUCCCUUUUGUGUGU. The protein sequence of the target gene is MAGQGDCCVKVAVRIRPQLSKEKIEGCHICTSVTPGEPQVLLGKDKAFTYDFVFDLDTWQEQIYSTCVSKLIEGCFEGYNATVLAYGQTGAGKTYTMGTGFDTVTSEEEQGIIPRAIAHLFRGIDERKRRAQEKGVTGPEFKVSAQFLELYNEEILDLFDSTRDPDARHRRSNIKIHEDANGGIYTTGVTSRLINSQEELIQCLKQGALSRTTASTQMNVQSSRSHAIFTIHLCQMRVCAQPDLVNETVTGLPDGAAPTGTEYETLTAKFHFVDLAGSERLKRTGATGERAKEGISINCG.... Result: 0 (no interaction).